From a dataset of Cav3 T-type calcium channel HTS with 100,875 compounds. Binary Classification. Given a drug SMILES string, predict its activity (active/inactive) in a high-throughput screening assay against a specified biological target. (1) The compound is O=C(NC1CC(NC(C1)(C)C)(C)C)COc1ccc(OC)cc1. The result is 0 (inactive). (2) The drug is Fc1ccc(CNC(=O)c2c(cccc2)C(O)=O)cc1. The result is 0 (inactive). (3) The drug is S(C(C(=O)Nc1c(n(n(c1=O)c1ccccc1)C)C)C)c1n(CCO)c(=O)c2c(n1)cccc2. The result is 0 (inactive). (4) The drug is O(c1c(c2c(cc1)cccc2)CNc1[nH]ncn1)CC=C. The result is 0 (inactive). (5) The drug is S(=O)(=O)(Nc1onc(c1C)C)c1ccc(NC(=O)CSc2nc(cc(n2)C)C)cc1. The result is 0 (inactive). (6) The drug is S1C=2N(C(=O)C(NC(=O)C3CCCCC3)(N2)C(F)(F)F)CC1. The result is 0 (inactive). (7) The drug is Clc1ccc(COC(=O)CNC(=O)CNC(=O)c2sccc2)cc1. The result is 0 (inactive).